This data is from Forward reaction prediction with 1.9M reactions from USPTO patents (1976-2016). The task is: Predict the product of the given reaction. (1) The product is: [CH3:15][C:16]([CH3:20])([CH3:19])[C:17]#[C:18][C:2]1[S:6][C:5]([S:7]([N:10]2[CH:14]=[CH:13][CH:12]=[CH:11]2)(=[O:9])=[O:8])=[CH:4][CH:3]=1. Given the reactants Br[C:2]1[S:6][C:5]([S:7]([N:10]2[CH:14]=[CH:13][CH:12]=[CH:11]2)(=[O:9])=[O:8])=[CH:4][CH:3]=1.[CH3:15][C:16]([CH3:20])([CH3:19])[C:17]#[CH:18].N1CCCCC1, predict the reaction product. (2) Given the reactants Br[CH:2]([C:11]1[CH:16]=[CH:15][N:14]=[CH:13][CH:12]=1)[C:3]([C:5]1[CH:10]=[CH:9][CH:8]=[CH:7][CH:6]=1)=O.[Cl:17][C:18]1[N:23]=[N:22][C:21]([NH2:24])=[CH:20][CH:19]=1, predict the reaction product. The product is: [Cl:17][C:18]1[CH:19]=[CH:20][C:21]2[N:22]([C:2]([C:11]3[CH:16]=[CH:15][N:14]=[CH:13][CH:12]=3)=[C:3]([C:5]3[CH:10]=[CH:9][CH:8]=[CH:7][CH:6]=3)[N:24]=2)[N:23]=1. (3) Given the reactants [Cl:1][C:2]1[CH:10]=[CH:9][C:5]([C:6]([OH:8])=O)=[CH:4][N:3]=1.Cl.C(N=C=NCCCN(C)C)C.C1C=CC2N(O)N=NC=2C=1.O.[Cl:34][C:35]1[C:36]([OH:64])=[C:37]([S:42]([N:45]([CH2:50][C:51]2[CH:56]=[C:55]([CH2:57][NH:58][CH2:59][CH:60]([CH3:62])[CH3:61])[CH:54]=[C:53]([Cl:63])[CH:52]=2)[CH2:46][CH:47]([CH3:49])[CH3:48])(=[O:44])=[O:43])[CH:38]=[C:39]([Cl:41])[CH:40]=1, predict the reaction product. The product is: [Cl:1][C:2]1[CH:10]=[CH:9][C:5]([C:6]([N:58]([CH2:57][C:55]2[CH:56]=[C:51]([CH2:50][N:45]([CH2:46][CH:47]([CH3:49])[CH3:48])[S:42]([C:37]3[CH:38]=[C:39]([Cl:41])[CH:40]=[C:35]([Cl:34])[C:36]=3[OH:64])(=[O:44])=[O:43])[CH:52]=[C:53]([Cl:63])[CH:54]=2)[CH2:59][CH:60]([CH3:62])[CH3:61])=[O:8])=[CH:4][N:3]=1. (4) The product is: [Br:2][C:3]1[CH:4]=[C:5]([CH:6]=[CH:7][CH:8]=1)[CH2:9][NH:10][C:18](=[NH:21])[CH:17]([O:22][CH2:23][CH3:24])[O:16][CH2:14][CH3:15]. Given the reactants Cl.[Br:2][C:3]1[CH:4]=[C:5]([CH2:9][NH2:10])[CH:6]=[CH:7][CH:8]=1.C[O-].[Na+].[CH2:14]([O:16][CH:17]([O:22][CH2:23][CH3:24])[C:18](=[NH:21])OC)[CH3:15], predict the reaction product.